This data is from Forward reaction prediction with 1.9M reactions from USPTO patents (1976-2016). The task is: Predict the product of the given reaction. (1) Given the reactants [F:1][C:2]1[CH:7]=[CH:6][C:5]([CH:8]2[C:13]3[S:14](=[O:18])(=[O:17])[CH2:15][CH2:16][C:12]=3[N:11](C(OC(C)(C)C)=O)[C:10]3[CH2:26][O:27][CH2:28][C:29](=[O:30])[C:9]2=3)=[CH:4][C:3]=1[Sn](C)(C)C.ClN1C(=O)CCC1=O.[I-:43].[Na+].O.O.O.O.O.S([O-])([O-])(=O)=S.[Na+].[Na+], predict the reaction product. The product is: [F:1][C:2]1[CH:7]=[CH:6][C:5]([CH:8]2[C:13]3[S:14](=[O:18])(=[O:17])[CH2:15][CH2:16][C:12]=3[NH:11][C:10]3[CH2:26][O:27][CH2:28][C:29](=[O:30])[C:9]2=3)=[CH:4][C:3]=1[I:43]. (2) Given the reactants [C:1]12([CH:11]([OH:24])[CH2:12][NH:13][C:14]3[C:15]4[CH2:23][CH2:22][NH:21][CH2:20][C:16]=4[N:17]=[CH:18][N:19]=3)[CH2:10][CH:5]3[CH2:6][CH:7]([CH2:9][CH:3]([CH2:4]3)[CH2:2]1)[CH2:8]2.[C:25]([O:29][C:30]([NH:32][C@H:33]([C:35](O)=[O:36])[CH3:34])=[O:31])([CH3:28])([CH3:27])[CH3:26].O.ON1C2C=CC=CC=2N=N1.Cl.CN(C)CCCN=C=NCC.C(N(CC)C(C)C)(C)C, predict the reaction product. The product is: [C:25]([O:29][C:30](=[O:31])[NH:32][C@@H:33]([CH3:34])[C:35]([N:21]1[CH2:22][CH2:23][C:15]2[C:14]([NH:13][CH2:12][CH:11]([C:1]34[CH2:2][CH:3]5[CH2:4][CH:5]([CH2:6][CH:7]([CH2:9]5)[CH2:8]3)[CH2:10]4)[OH:24])=[N:19][CH:18]=[N:17][C:16]=2[CH2:20]1)=[O:36])([CH3:28])([CH3:26])[CH3:27]. (3) Given the reactants [NH2:1][C:2]1[CH:11]=[CH:10][C:5]([C:6]([O:8]C)=[O:7])=[CH:4][C:3]=1[F:12].Cl[CH2:14][CH2:15][CH2:16][S:17](Cl)(=[O:19])=[O:18], predict the reaction product. The product is: [O:18]=[S:17]1(=[O:19])[CH2:16][CH2:15][CH2:14][N:1]1[C:2]1[CH:11]=[CH:10][C:5]([C:6]([OH:8])=[O:7])=[CH:4][C:3]=1[F:12]. (4) Given the reactants CN1CCOCC1.CN(C(ON1N=NC2C=CC=NC1=2)=[N+](C)C)C.F[P-](F)(F)(F)(F)F.[NH:32]([C:38]([O:40][C:41]([CH3:44])([CH3:43])[CH3:42])=[O:39])[CH2:33][CH2:34][C:35]([OH:37])=O.[NH2:45][CH:46]1[CH2:51][CH2:50][N:49]([C:52]([O:54][CH2:55][C:56]2[CH:61]=[CH:60][CH:59]=[CH:58][CH:57]=2)=[O:53])[CH2:48][CH2:47]1, predict the reaction product. The product is: [CH2:55]([O:54][C:52]([N:49]1[CH2:50][CH2:51][CH:46]([NH:45][C:35](=[O:37])[CH2:34][CH2:33][NH:32][C:38]([O:40][C:41]([CH3:44])([CH3:43])[CH3:42])=[O:39])[CH2:47][CH2:48]1)=[O:53])[C:56]1[CH:61]=[CH:60][CH:59]=[CH:58][CH:57]=1. (5) Given the reactants [C:1]([O:5][C:6](=[O:33])[NH:7][C:8]1([C:14]2[CH:19]=[CH:18][C:17]([C:20](=O)[C:21]([C:26]3[CH:31]=[CH:30][CH:29]=[CH:28][CH:27]=3)=[CH:22]N(C)C)=[CH:16][CH:15]=2)[CH2:11][C:10]([OH:13])([CH3:12])[CH2:9]1)([CH3:4])([CH3:3])[CH3:2].[C:34]1([C:40]2[CH:41]=[C:42]([NH2:45])[NH:43][N:44]=2)[CH:39]=[CH:38][CH:37]=[CH:36][CH:35]=1, predict the reaction product. The product is: [C:1]([O:5][C:6](=[O:33])[NH:7][C:8]1([C:14]2[CH:15]=[CH:16][C:17]([C:20]3[C:21]([C:26]4[CH:31]=[CH:30][CH:29]=[CH:28][CH:27]=4)=[CH:22][N:43]4[N:44]=[C:40]([C:34]5[CH:35]=[CH:36][CH:37]=[CH:38][CH:39]=5)[CH:41]=[C:42]4[N:45]=3)=[CH:18][CH:19]=2)[CH2:9][C:10]([OH:13])([CH3:12])[CH2:11]1)([CH3:2])([CH3:3])[CH3:4]. (6) Given the reactants [O:1]1[C:5]2([CH2:10][CH2:9][CH:8]([CH:11]=[O:12])[CH2:7][CH2:6]2)[O:4][CH2:3][CH2:2]1.[CH:13]([Mg]Br)([CH3:15])[CH3:14], predict the reaction product. The product is: [CH3:14][CH:13]([CH3:15])[CH:11]([CH:8]1[CH2:9][CH2:10][C:5]2([O:4][CH2:3][CH2:2][O:1]2)[CH2:6][CH2:7]1)[OH:12].